This data is from Forward reaction prediction with 1.9M reactions from USPTO patents (1976-2016). The task is: Predict the product of the given reaction. (1) Given the reactants CC(C)([O-])C.[K+].[Cl:7][C:8]1[C:9]([CH2:18][N+:19]([O-:21])=[O:20])=[N:10][CH:11]=[C:12]([C:14]([F:17])([F:16])[F:15])[CH:13]=1.Cl[CH2:23][NH:24][C:25](=[O:36])[C:26]1[CH:31]=[CH:30][CH:29]=[CH:28][C:27]=1[C:32]([F:35])([F:34])[F:33].Cl, predict the reaction product. The product is: [Cl:7][C:8]1[C:9]([CH:18]([N+:19]([O-:21])=[O:20])[CH2:23][NH:24][C:25](=[O:36])[C:26]2[CH:31]=[CH:30][CH:29]=[CH:28][C:27]=2[C:32]([F:33])([F:35])[F:34])=[N:10][CH:11]=[C:12]([C:14]([F:17])([F:15])[F:16])[CH:13]=1. (2) Given the reactants [CH3:1][N:2]([CH3:15])[CH2:3][CH:4]([C:6]1[CH:11]=[CH:10][C:9]([N+:12]([O-])=O)=[CH:8][CH:7]=1)[OH:5], predict the reaction product. The product is: [NH2:12][C:9]1[CH:8]=[CH:7][C:6]([CH:4]([OH:5])[CH2:3][N:2]([CH3:1])[CH3:15])=[CH:11][CH:10]=1. (3) Given the reactants C[O:2][C:3]([C:5]1([F:25])[C:14]([NH:15][C:16]2[CH:21]=[CH:20][C:19]([CH2:22][CH3:23])=[CH:18][C:17]=2[F:24])=[CH:13][C:8]2=[N:9][CH2:10][N:11]([CH3:12])[C:7]2=[CH:6]1)=O.[NH3:26], predict the reaction product. The product is: [CH2:22]([C:19]1[CH:20]=[CH:21][C:16]([NH:15][C:14]2[C:5]([F:25])([C:3]([NH2:26])=[O:2])[CH:6]=[C:7]3[N:11]([CH3:12])[CH2:10][N:9]=[C:8]3[CH:13]=2)=[C:17]([F:24])[CH:18]=1)[CH3:23]. (4) The product is: [CH3:1][C@H:2]1[CH2:7][N:6]([CH2:34][C:33]2[CH:36]=[CH:37][CH:38]=[CH:39][C:32]=2[F:31])[C@H:5]([CH3:8])[CH2:4][N:3]1[C@H:9]([C:18]1[CH:19]=[CH:20][C:21]([C:22]([N:24]([CH2:25][CH3:26])[CH2:27][CH3:28])=[O:23])=[CH:29][CH:30]=1)[C:10]1[CH:15]=[CH:14][CH:13]=[C:12]([O:16][CH3:17])[CH:11]=1. Given the reactants [CH3:1][C@H:2]1[CH2:7][NH:6][C@H:5]([CH3:8])[CH2:4][N:3]1[C@H:9]([C:18]1[CH:30]=[CH:29][C:21]([C:22]([N:24]([CH2:27][CH3:28])[CH2:25][CH3:26])=[O:23])=[CH:20][CH:19]=1)[C:10]1[CH:15]=[CH:14][CH:13]=[C:12]([O:16][CH3:17])[CH:11]=1.[F:31][C:32]1[CH:39]=[CH:38][CH:37]=[CH:36][C:33]=1[CH2:34]Br.[I-].[Na+].C(N(CC)CC)C.C(=O)([O-])[O-].[Na+].[Na+].O, predict the reaction product. (5) Given the reactants [Li+].CC([N-]C(C)C)C.[Se:9]1[CH:13]=[CH:12][CH:11]=[C:10]1[C:14]1[Se:15][C:16]([C:19]2[Se:20][CH:21]=[CH:22][CH:23]=2)=[CH:17][CH:18]=1.CN([CH:27]=[O:28])C, predict the reaction product. The product is: [CH:27]([C:21]1[Se:20][C:19]([C:16]2[Se:15][C:14]([C:10]3[Se:9][CH:13]=[CH:12][CH:11]=3)=[CH:18][CH:17]=2)=[CH:23][CH:22]=1)=[O:28]. (6) Given the reactants [Br:1][C:2]1[CH:3]=[CH:4][C:5]([F:11])=[C:6]([CH:10]=1)[C:7]([OH:9])=O.[NH2:12][C:13]1[CH:14]=[C:15]([CH:19]=[CH:20][C:21]#[N:22])[CH:16]=[CH:17][CH:18]=1, predict the reaction product. The product is: [Br:1][C:2]1[CH:3]=[CH:4][C:5]([F:11])=[C:6]([CH:10]=1)[C:7]([NH:12][C:13]1[CH:18]=[CH:17][CH:16]=[C:15]([CH:19]=[CH:20][C:21]#[N:22])[CH:14]=1)=[O:9]. (7) Given the reactants C([O:5][C:6](=[O:59])[CH2:7][N:8]1[CH2:16][CH2:15][N:14]([CH2:17][C:18](=[O:24])[O:19]C(C)(C)C)[CH2:13][CH2:12][N:11]([CH2:25][CH:26]([N:39](CC2C=CC(OC)=CC=2OC)[CH2:40][C:41]([O:43]C(C)(C)C)=[O:42])[CH2:27][CH2:28][CH2:29][C:30]2[CH:35]=[CH:34][C:33]([N+:36]([O-:38])=[O:37])=[CH:32][CH:31]=2)[CH2:10][CH2:9]1)(C)(C)C.Cl, predict the reaction product. The product is: [C:18]([CH2:17][N:14]1[CH2:15][CH2:16][N:8]([CH2:7][C:6]([OH:59])=[O:5])[CH2:9][CH2:10][N:11]([CH2:25][CH:26]([NH:39][CH2:40][C:41]([OH:43])=[O:42])[CH2:27][CH2:28][CH2:29][C:30]2[CH:31]=[CH:32][C:33]([N+:36]([O-:38])=[O:37])=[CH:34][CH:35]=2)[CH2:12][CH2:13]1)([OH:24])=[O:19]. (8) Given the reactants [F:1][C:2]1[CH:3]=[CH:4][C:5]2[O:11][CH2:10][CH:9]3[CH2:12][N:13](C(OC(C)(C)C)=O)[CH2:14][CH2:15][N:8]3[C:7](=[O:23])[C:6]=2[CH:24]=1.C(OCC)(=O)C.[ClH:31], predict the reaction product. The product is: [ClH:31].[F:1][C:2]1[CH:3]=[CH:4][C:5]2[O:11][CH2:10][CH:9]3[CH2:12][NH:13][CH2:14][CH2:15][N:8]3[C:7](=[O:23])[C:6]=2[CH:24]=1.